Dataset: In vitro SARS-CoV-2 activity screen of 1,480 approved drugs from Prestwick library. Task: Binary Classification. Given a drug SMILES string, predict its activity (active/inactive) in a high-throughput screening assay against a specified biological target. (1) The result is 0 (inactive). The compound is C=C1CC[C@H](O)C/C1=C/C=C1\CCC[C@@]2(C)[C@H]1CC[C@@H]2[C@H](C)CCCC(C)C. (2) The result is 0 (inactive). The drug is Cl.Cl.OCCN1CCN(CC/C=C2/c3ccccc3Sc3ccc(Cl)cc32)CC1. (3) The compound is Cc1[nH]c(=O)c(C#N)cc1-c1ccncc1. The result is 0 (inactive). (4) The molecule is COCC(=O)O[C@]1(CCN(C)CCCc2nc3ccccc3[nH]2)CCc2cc(F)ccc2[C@@H]1C(C)C. The result is 0 (inactive). (5) The result is 0 (inactive). The compound is CC(=O)Oc1cc(C(C)C)c(OCCN(C)C)cc1C.Cl. (6) The compound is CO[C@H]1/C=C/O[C@@]2(C)Oc3c(C)c(O)c4c(O)c(c5c(c4c3C2=O)NC2(CCN(CC(C)C)CC2)N=5)=NC(=O)/C(C)=C\C=C\[C@H](C)[C@H](O)[C@@H](C)[C@@H](O)[C@@H](C)[C@H](OC(C)=O)[C@@H]1C. The result is 0 (inactive). (7) The compound is C=CC[C@@H]1/C=C(\C)C[C@H](C)C[C@H](OC)[C@H]2O[C@@](O)(C(=O)C(=O)N3CCCC[C@H]3C(=O)O[C@H](/C(C)=C/[C@@H]3CC[C@@H](O)[C@H](OC)C3)[C@H](C)[C@@H](O)CC1=O)[C@H](C)C[C@@H]2OC.O. The result is 0 (inactive). (8) The molecule is CCN(CC)CCOC(=O)C(c1ccccc1)c1ccccc1.Cl. The result is 0 (inactive). (9) The result is 0 (inactive). The drug is CC(C)COC(=O)OCN1C(=O)CN(CCN2CC(=O)N(COC(=O)OCC(C)C)C(=O)C2)CC1=O. (10) The drug is Cc1ccc(S(=O)(=O)NC(=O)NN2CC3CCCC3C2)cc1. The result is 0 (inactive).